Predict the product of the given reaction. From a dataset of Forward reaction prediction with 1.9M reactions from USPTO patents (1976-2016). (1) Given the reactants [Cl:1][C:2]1[CH:3]=[C:4]([C:9](=O)[CH2:10][C:11]2[CH:16]=[CH:15][CH:14]=[CH:13][CH:12]=2)[CH:5]=[C:6]([F:8])[CH:7]=1.[CH2:18]([O:20][C:21]1[CH:22]=[C:23]([CH:26]=[C:27]([N+:30]([O-:32])=[O:31])[C:28]=1[OH:29])[CH:24]=O)[CH3:19].[NH2:33][C:34]([NH2:36])=[O:35].Cl, predict the reaction product. The product is: [Cl:1][C:2]1[CH:3]=[C:4]([C:9]2[NH:36][C:34](=[O:35])[NH:33][CH:24]([C:23]3[CH:26]=[C:27]([N+:30]([O-:32])=[O:31])[C:28]([OH:29])=[C:21]([O:20][CH2:18][CH3:19])[CH:22]=3)[C:10]=2[C:11]2[CH:16]=[CH:15][CH:14]=[CH:13][CH:12]=2)[CH:5]=[C:6]([F:8])[CH:7]=1. (2) Given the reactants [ClH:1].[O:2]=[C:3]1[NH:12][C:11]2[N:10]=[CH:9][C:8](/[CH:13]=[CH:14]/[C:15]([OH:17])=O)=[CH:7][C:6]=2[CH2:5][CH2:4]1.Cl.[CH3:19][N:20]1CC2C=C(/C=C/C(O)=O)C=NC=2NC(=O)C1.[CH2:37]([O:39][C:40]1[C:48]([O:49][CH3:50])=[CH:47][CH:46]=[CH:45][C:41]=1[CH2:42]CN)[CH3:38].CNCC1C=CC2C(=CC=CC=2)C=1CCC, predict the reaction product. The product is: [ClH:1].[CH2:37]([O:39][C:40]1[C:48]([O:49][CH3:50])=[CH:47][CH:46]=[CH:45][C:41]=1[CH2:42][N:20]([CH3:19])[C:15](=[O:17])/[CH:14]=[CH:13]/[C:8]1[CH:9]=[N:10][C:11]2[NH:12][C:3](=[O:2])[CH2:4][CH2:5][C:6]=2[CH:7]=1)[CH3:38]. (3) Given the reactants [CH3:1][C:2]1[C:3]([C:22]#[N:23])=[C:4]2[N:8]([C:9](=O)[C:10]=1[C:11]1[CH:16]=[CH:15][CH:14]=[CH:13][CH:12]=1)[C:7]1[CH:18]=[CH:19][CH:20]=[CH:21][C:6]=1[NH:5]2.P(Cl)(Cl)([Cl:26])=O, predict the reaction product. The product is: [Cl:26][C:9]1[N:8]2[C:4](=[N:5][C:6]3[CH:21]=[CH:20][CH:19]=[CH:18][C:7]=32)[C:3]([C:22]#[N:23])=[C:2]([CH3:1])[C:10]=1[C:11]1[CH:16]=[CH:15][CH:14]=[CH:13][CH:12]=1.